This data is from Forward reaction prediction with 1.9M reactions from USPTO patents (1976-2016). The task is: Predict the product of the given reaction. Given the reactants [Cl:1][C:2]1[N:10]=[C:9]2[C:5]([N:6]=[C:7]([CH:17]=O)[N:8]2[CH:11]2[CH2:16][CH2:15][CH2:14][CH2:13][O:12]2)=[C:4]([N:19]2[CH2:24][CH2:23][O:22][CH2:21][CH2:20]2)[N:3]=1.ClCCCl.[C:29]([N:33]1[CH2:38][CH2:37][NH:36][CH2:35][CH2:34]1)([CH3:32])([CH3:31])[CH3:30].C(O[BH-](OC(=O)C)OC(=O)C)(=O)C.[Na+], predict the reaction product. The product is: [C:29]([N:33]1[CH2:38][CH2:37][N:36]([CH2:17][C:7]2[N:8]([CH:11]3[CH2:16][CH2:15][CH2:14][CH2:13][O:12]3)[C:9]3[C:5]([N:6]=2)=[C:4]([N:19]2[CH2:24][CH2:23][O:22][CH2:21][CH2:20]2)[N:3]=[C:2]([Cl:1])[N:10]=3)[CH2:35][CH2:34]1)([CH3:32])([CH3:31])[CH3:30].